From a dataset of Full USPTO retrosynthesis dataset with 1.9M reactions from patents (1976-2016). Predict the reactants needed to synthesize the given product. (1) Given the product [O:32]=[C:26]1[CH:25]([N:18]2[C:17](=[O:33])[C:16]3[C:20](=[CH:21][CH:22]=[CH:23][C:15]=3[CH2:14][NH:13][C:40]([C:37]3[CH:36]=[C:35]([CH3:34])[O:39][N:38]=3)=[O:41])[C:19]2=[O:24])[CH2:30][CH2:29][C:28](=[O:31])[NH:27]1, predict the reactants needed to synthesize it. The reactants are: N12CCCN=C1CCCCC2.Cl.[NH2:13][CH2:14][C:15]1[CH:23]=[CH:22][CH:21]=[C:20]2[C:16]=1[C:17](=[O:33])[N:18]([CH:25]1[CH2:30][CH2:29][C:28](=[O:31])[NH:27][C:26]1=[O:32])[C:19]2=[O:24].[CH3:34][C:35]1[O:39][N:38]=[C:37]([C:40](Cl)=[O:41])[CH:36]=1. (2) Given the product [Br:10][C:6]1[CH:7]=[C:2]([F:1])[C:3]([OH:9])=[C:4]([F:8])[CH:5]=1, predict the reactants needed to synthesize it. The reactants are: [F:1][C:2]1[CH:7]=[CH:6][CH:5]=[C:4]([F:8])[C:3]=1[OH:9].[Br:10]N1C(=O)CCC1=O. (3) Given the product [N:28]1([C:26]([C:23]2[CH:24]=[CH:25][C:20]([C:16]3[CH:17]=[CH:18][CH:19]=[C:14]([C:11]4[CH:10]=[C:9]([NH:8][C:6](=[O:7])[O:5][C:1]([CH3:3])([CH3:2])[CH3:4])[NH:13][N:12]=4)[CH:15]=3)=[CH:21][CH:22]=2)=[O:27])[CH2:33][CH2:32][NH:31][CH2:30][CH2:29]1, predict the reactants needed to synthesize it. The reactants are: [C:1]([O:5][C:6]([NH:8][C:9]1[NH:13][N:12]=[C:11]([C:14]2[CH:15]=[C:16]([C:20]3[CH:25]=[CH:24][C:23]([C:26]([N:28]4[CH2:33][CH2:32][N:31](C(OCC5C=CC=CC=5)=O)[CH2:30][CH2:29]4)=[O:27])=[CH:22][CH:21]=3)[CH:17]=[CH:18][CH:19]=2)[CH:10]=1)=[O:7])([CH3:4])([CH3:3])[CH3:2].[H][H]. (4) Given the product [Br:1][C:2]1[CH:7]=[CH:6][N:5]=[C:4]2[N:8]([S:18]([C:21]3[CH:22]=[CH:23][CH:24]=[CH:25][CH:26]=3)(=[O:20])=[O:19])[C:9]([C:11]3[CH:12]=[N:13][CH:14]=[CH:15][CH:16]=3)=[CH:10][C:3]=12, predict the reactants needed to synthesize it. The reactants are: [Br:1][C:2]1[CH:7]=[CH:6][N:5]=[C:4]2[N:8]([S:18]([C:21]3[CH:26]=[CH:25][CH:24]=[CH:23][CH:22]=3)(=[O:20])=[O:19])[C:9](I)([C:11]3[CH:12]=[N:13][CH:14]=[CH:15][CH:16]=3)[CH2:10][C:3]=12.N1C=CC=C(B(O)O)C=1.C(=O)([O-])[O-].[Na+].[Na+]. (5) Given the product [CH2:1]([O:8][C:9](=[O:27])[CH:10]([OH:28])[C:11]([CH:13]1[CH2:17][CH2:16][CH2:15][N:14]1[C:18]([O:20][C:21]([CH3:24])([CH3:23])[CH3:22])=[O:19])=[O:12])[C:2]1[CH:7]=[CH:6][CH:5]=[CH:4][CH:3]=1, predict the reactants needed to synthesize it. The reactants are: [CH2:1]([O:8][C:9](=[O:27])[C:10](=[N+]=[N-])[C:11]([CH:13]1[CH2:17][CH2:16][CH2:15][N:14]1[C:18]([O:20][C:21]([CH3:24])([CH3:23])[CH3:22])=[O:19])=[O:12])[C:2]1[CH:7]=[CH:6][CH:5]=[CH:4][CH:3]=1.[O:28]1CCCC1. (6) Given the product [CH2:15]([O:14][C:12]1[C:11]([C:17]([F:20])([F:19])[F:18])=[CH:10][C:9]2[NH:21][C:22](=[O:45])[CH2:23][C:24]([C:25]3[CH:30]=[CH:29][CH:28]=[C:27]([N:31]4[C:35]([CH2:36][OH:37])=[CH:34][N:33]=[N:32]4)[CH:26]=3)=[N:7][C:8]=2[CH:13]=1)[CH3:16], predict the reactants needed to synthesize it. The reactants are: C(OC(=O)[NH:7][C:8]1[CH:13]=[C:12]([O:14][CH2:15][CH3:16])[C:11]([C:17]([F:20])([F:19])[F:18])=[CH:10][C:9]=1[NH:21][C:22](=[O:45])[CH2:23][C:24](=O)[C:25]1[CH:30]=[CH:29][CH:28]=[C:27]([N:31]2[C:35]([CH2:36][O:37]C3CCCCO3)=[CH:34][N:33]=[N:32]2)[CH:26]=1)(C)(C)C.C(O)(C(F)(F)F)=O. (7) The reactants are: [C:1](=[S:3])=S.[OH-].[K+].C(O)C.[F:9][C:10]1[CH:38]=[CH:37][C:13]([O:14][C:15]2[C:23]3[N:22]=C(C4C=CC=CN=4)[NH:20][C:19]=3[CH:18]=[C:17]([O:30][C:31]3[CH:32]=[N:33][CH:34]=[CH:35][CH:36]=3)[CH:16]=2)=[CH:12][CH:11]=1. Given the product [F:9][C:10]1[CH:38]=[CH:37][C:13]([O:14][C:15]2[C:23]3[N:22]=[C:1]([SH:3])[NH:20][C:19]=3[CH:18]=[C:17]([O:30][C:31]3[CH:32]=[N:33][CH:34]=[CH:35][CH:36]=3)[CH:16]=2)=[CH:12][CH:11]=1, predict the reactants needed to synthesize it. (8) Given the product [CH2:18]([N:25]1[CH2:29][C@@H:28]2[CH2:30][N:31]([C:2]3[CH:10]=[CH:9][CH:8]=[C:7]4[C:3]=3[CH:4]=[N:5][N:6]4[C:11]3[CH:16]=[CH:15][CH:14]=[CH:13][C:12]=3[F:17])[C:32](=[O:33])[C@H:27]2[CH2:26]1)[C:19]1[CH:20]=[CH:21][CH:22]=[CH:23][CH:24]=1, predict the reactants needed to synthesize it. The reactants are: Br[C:2]1[CH:10]=[CH:9][CH:8]=[C:7]2[C:3]=1[CH:4]=[N:5][N:6]2[C:11]1[CH:16]=[CH:15][CH:14]=[CH:13][C:12]=1[F:17].[CH2:18]([N:25]1[CH2:29][C@H:28]2[CH2:30][NH:31][C:32](=[O:33])[C@H:27]2[CH2:26]1)[C:19]1[CH:24]=[CH:23][CH:22]=[CH:21][CH:20]=1.[O-]P([O-])([O-])=O.[K+].[K+].[K+].CN[C@@H]1CCCC[C@H]1NC. (9) Given the product [OH:1][C:2]1[CH:3]=[C:4]2[C:9](=[CH:10][CH:11]=1)[CH:8]=[C:7]([C:16]1[N:21]=[N:20][C:19]([C:22]([OH:24])=[O:23])=[CH:18][CH:17]=1)[CH:6]=[CH:5]2, predict the reactants needed to synthesize it. The reactants are: [OH:1][C:2]1[CH:3]=[C:4]2[C:9](=[CH:10][CH:11]=1)[CH:8]=[C:7](B(O)O)[CH:6]=[CH:5]2.Cl[C:16]1[N:21]=[N:20][C:19]([C:22]([O:24]C)=[O:23])=[CH:18][CH:17]=1.